From a dataset of Catalyst prediction with 721,799 reactions and 888 catalyst types from USPTO. Predict which catalyst facilitates the given reaction. (1) Reactant: [Br:1][C:2]1[CH:3]=[C:4]([CH:16]=[C:17]([Br:20])[C:18]=1[Br:19])[CH2:5][N:6]1[CH:10]=[C:9]([C:11](OCC)=[O:12])[N:8]=[N:7]1.CC(C[AlH]CC(C)C)C.CO.[NH4+].[Cl-]. Product: [Br:20][C:17]1[CH:16]=[C:4]([CH:3]=[C:2]([Br:1])[C:18]=1[Br:19])[CH2:5][N:6]1[CH:10]=[C:9]([CH:11]=[O:12])[N:8]=[N:7]1. The catalyst class is: 2. (2) Reactant: [C:1]([CH2:9][C:10]([O:12]CC)=O)(=O)[C:2]1[CH:7]=[CH:6][CH:5]=[CH:4][CH:3]=1.[C:15]1([NH:21][NH2:22])[CH:20]=[CH:19][CH:18]=[CH:17][CH:16]=1. Product: [C:15]1([N:21]2[C:10](=[O:12])[CH2:9][C:1]([C:2]3[CH:3]=[CH:4][CH:5]=[CH:6][CH:7]=3)=[N:22]2)[CH:20]=[CH:19][CH:18]=[CH:17][CH:16]=1. The catalyst class is: 8. (3) Reactant: C(OC([NH:8][N:9]([C:19]([NH:21][C@H:22]([C:26]([NH:28][C@@H:29]([CH2:51][C:52]1[CH:57]=[CH:56][CH:55]=[CH:54][CH:53]=1)[CH2:30][C@H:31]([OH:50])[C@@H:32]([NH:40][C:41]([O:43][CH2:44][C:45]1[S:49][CH:48]=[N:47][CH:46]=1)=[O:42])[CH2:33][C:34]1[CH:39]=[CH:38][CH:37]=[CH:36][CH:35]=1)=[O:27])[CH:23]([CH3:25])[CH3:24])=[O:20])[CH2:10][C:11]1[N:12]=[C:13]([CH:16]([CH3:18])[CH3:17])[S:14][CH:15]=1)=O)(C)(C)C.[ClH:58].CO.C(OCC)C. Product: [ClH:58].[NH2:8][N:9]([C:19]([NH:21][C@H:22]([C:26]([NH:28][C@@H:29]([CH2:51][C:52]1[CH:57]=[CH:56][CH:55]=[CH:54][CH:53]=1)[CH2:30][C@H:31]([OH:50])[C@@H:32]([NH:40][C:41]([O:43][CH2:44][C:45]1[S:49][CH:48]=[N:47][CH:46]=1)=[O:42])[CH2:33][C:34]1[CH:35]=[CH:36][CH:37]=[CH:38][CH:39]=1)=[O:27])[CH:23]([CH3:24])[CH3:25])=[O:20])[CH2:10][C:11]1[N:12]=[C:13]([CH:16]([CH3:17])[CH3:18])[S:14][CH:15]=1. The catalyst class is: 12. (4) Reactant: [OH:1][CH2:2][C:3]1[N:7]=[CH:6][N:5]([C:8]2[N:9]=[CH:10][C:11]([O:24][CH3:25])=[C:12]3[C:16]([C:17](=[O:23])[C:18]([O:20]CC)=[O:19])=[CH:15][NH:14][C:13]=23)[N:4]=1.C([O-])([O-])=O.[K+].[K+].Cl. Product: [OH:1][CH2:2][C:3]1[N:7]=[CH:6][N:5]([C:8]2[N:9]=[CH:10][C:11]([O:24][CH3:25])=[C:12]3[C:16]([C:17](=[O:23])[C:18]([OH:20])=[O:19])=[CH:15][NH:14][C:13]=23)[N:4]=1. The catalyst class is: 24. (5) Reactant: [Cl:1][C:2]1[CH:7]=[CH:6][C:5]([C:8](=[O:10])[CH3:9])=[C:4]([OH:11])[CH:3]=1.[F:12][CH:13]([F:17])[C:14]([CH3:16])=O.N1CCCC1. Product: [Cl:1][C:2]1[CH:3]=[C:4]2[C:5]([C:8](=[O:10])[CH2:9][C:14]([CH:13]([F:17])[F:12])([CH3:16])[O:11]2)=[CH:6][CH:7]=1. The catalyst class is: 5.